Dataset: Reaction yield outcomes from USPTO patents with 853,638 reactions. Task: Predict the reaction yield, written as a fraction of the theoretical maximum amount of product (1.0 means a 100% yield; for example, 0.34 means a 34% yield). (1) The reactants are [C:1]([C:5]1[NH:6][C:7]2[C:12]([CH:13]=1)=[CH:11][C:10]([N+:14]([O-:16])=[O:15])=[CH:9][C:8]=2[C:17](OC)=[O:18])([CH3:4])([CH3:3])[CH3:2].ClCCl.CC(C[AlH]CC(C)C)C. The catalyst is O. The product is [C:1]([C:5]1[NH:6][C:7]2[C:12]([CH:13]=1)=[CH:11][C:10]([N+:14]([O-:16])=[O:15])=[CH:9][C:8]=2[CH2:17][OH:18])([CH3:4])([CH3:2])[CH3:3]. The yield is 0.730. (2) The reactants are [NH2:1][C@H:2]([C:6]([OH:8])=[O:7])[CH:3]([CH3:5])[CH3:4].[OH-].[Na+].[C:11]1([CH2:17][C:18](Cl)=[O:19])[CH:16]=[CH:15][CH:14]=[CH:13][CH:12]=1. No catalyst specified. The product is [C:11]1([CH2:17][C:18]([NH:1][C@H:2]([C:6]([OH:8])=[O:7])[CH:3]([CH3:5])[CH3:4])=[O:19])[CH:16]=[CH:15][CH:14]=[CH:13][CH:12]=1. The yield is 0.690. (3) The reactants are Cl.O1CCOCC1.C(OC(=O)[NH:14][CH:15]([C:22]1[CH:27]=[CH:26][CH:25]=[C:24]([O:28][CH2:29][C:30]2[O:34][N:33]=[C:32]([C:35]3[CH:40]=[CH:39][C:38]([CH2:41][CH:42]4[O:46][CH2:45][CH2:44][O:43]4)=[CH:37][CH:36]=3)[N:31]=2)[CH:23]=1)[C:16]1[CH:21]=[CH:20][CH:19]=[CH:18][CH:17]=1)(C)(C)C. The catalyst is CO. The product is [CH3:45][O:46][CH:42]([O:43][CH3:44])[CH2:41][C:38]1[CH:37]=[CH:36][C:35]([C:32]2[N:31]=[C:30]([CH2:29][O:28][C:24]3[CH:23]=[C:22]([CH:15]([C:16]4[CH:17]=[CH:18][CH:19]=[CH:20][CH:21]=4)[NH2:14])[CH:27]=[CH:26][CH:25]=3)[O:34][N:33]=2)=[CH:40][CH:39]=1. The yield is 0.960. (4) The reactants are Cl.Cl[CH2:3][C:4]1[C:9]([CH2:10]Cl)=[CH:8][N:7]=[C:6]([CH3:12])[C:5]=1[OH:13]. The catalyst is [Zn].C(O)(=O)C. The product is [CH3:12][C:6]1[C:5]([OH:13])=[C:4]([CH3:3])[C:9]([CH3:10])=[CH:8][N:7]=1. The yield is 0.920. (5) The reactants are [Cl:1][C:2]1[N:7]=[N:6][C:5]([C:8](OCC)=[O:9])=[C:4]([NH:13][C:14]2[CH:19]=[CH:18][CH:17]=[C:16]([O:20][CH:21]([CH3:23])[CH3:22])[N:15]=2)[CH:3]=1.[NH3:24].CO. No catalyst specified. The product is [Cl:1][C:2]1[N:7]=[N:6][C:5]([C:8]([NH2:24])=[O:9])=[C:4]([NH:13][C:14]2[CH:19]=[CH:18][CH:17]=[C:16]([O:20][CH:21]([CH3:23])[CH3:22])[N:15]=2)[CH:3]=1. The yield is 0.970. (6) The reactants are [NH2:1][C:2]1[CH:3]=[C:4]([C:8]2[N:13]=[C:12]([O:14][CH3:15])[N:11]=[C:10]([NH:16][CH2:17][CH2:18][C:19]3[CH:24]=[CH:23][C:22]([O:25][CH3:26])=[CH:21][CH:20]=3)[CH:9]=2)[CH:5]=[CH:6][CH:7]=1.[CH2:27]([N:29]=[C:30]=[O:31])[CH3:28]. The catalyst is N1C=CC=CC=1. The product is [CH2:27]([NH:29][C:30]([NH:1][C:2]1[CH:7]=[CH:6][CH:5]=[C:4]([C:8]2[CH:9]=[C:10]([NH:16][CH2:17][CH2:18][C:19]3[CH:20]=[CH:21][C:22]([O:25][CH3:26])=[CH:23][CH:24]=3)[N:11]=[C:12]([O:14][CH3:15])[N:13]=2)[CH:3]=1)=[O:31])[CH3:28]. The yield is 0.520. (7) The reactants are C(Cl)(=O)C(Cl)=O.CS(C)=O.[F:11][C:12]1[C:13]([NH:29][C:30]2[CH:35]=[CH:34][C:33]([I:36])=[CH:32][C:31]=2[F:37])=[C:14]([C:19]([N:21]2[CH2:24][C:23]([CH2:26][CH2:27][OH:28])([OH:25])[CH2:22]2)=[O:20])[CH:15]=[CH:16][C:17]=1[F:18].C(N(CC)CC)C. The catalyst is ClCCl. The product is [F:11][C:12]1[C:13]([NH:29][C:30]2[CH:35]=[CH:34][C:33]([I:36])=[CH:32][C:31]=2[F:37])=[C:14]([C:19]([N:21]2[CH2:24][C:23]([CH2:26][CH:27]=[O:28])([OH:25])[CH2:22]2)=[O:20])[CH:15]=[CH:16][C:17]=1[F:18]. The yield is 0.320.